From a dataset of Forward reaction prediction with 1.9M reactions from USPTO patents (1976-2016). Predict the product of the given reaction. (1) Given the reactants [N:1]1[CH:6]=[CH:5][C:4]([C:7]2[CH:15]=[CH:14][CH:13]=[C:12]3[C:8]=2[CH2:9][C:10](=[O:16])[NH:11]3)=[CH:3][CH:2]=1.[N:17]1([CH2:23][CH2:24][O:25][C:26]2[CH:27]=[C:28]3[C:32](=[CH:33][CH:34]=2)[NH:31][C:30]([CH:35]=O)=[CH:29]3)[CH2:22][CH2:21][O:20][CH2:19][CH2:18]1, predict the reaction product. The product is: [N:17]1([CH2:23][CH2:24][O:25][C:26]2[CH:27]=[C:28]3[C:32](=[CH:33][CH:34]=2)[NH:31][C:30]([CH:35]=[C:9]2[C:8]4[C:12](=[CH:13][CH:14]=[CH:15][C:7]=4[C:4]4[CH:5]=[CH:6][N:1]=[CH:2][CH:3]=4)[NH:11][C:10]2=[O:16])=[CH:29]3)[CH2:18][CH2:19][O:20][CH2:21][CH2:22]1. (2) Given the reactants [NH:1]1[CH2:6][CH2:5][CH:4]([C:7]2[CH:16]=[N:15][C:14]3[C:9](=[CH:10][CH:11]=[CH:12][CH:13]=3)[N:8]=2)[CH2:3][CH2:2]1.[CH:17]1([C:20]2[N:42]=[C:23]3[N:24]=[C:25]([C:34]4[CH:41]=[CH:40][C:37]([CH:38]=O)=[CH:36][CH:35]=4)[C:26]([C:28]4[CH:33]=[CH:32][CH:31]=[CH:30][CH:29]=4)=[CH:27][N:22]3[N:21]=2)[CH2:19][CH2:18]1.[BH-](OC(C)=O)(OC(C)=O)OC(C)=O.[Na+].C([O-])(O)=O.[Na+], predict the reaction product. The product is: [CH:17]1([C:20]2[N:42]=[C:23]3[N:24]=[C:25]([C:34]4[CH:41]=[CH:40][C:37]([CH2:38][N:1]5[CH2:2][CH2:3][CH:4]([C:7]6[CH:16]=[N:15][C:14]7[C:9](=[CH:10][CH:11]=[CH:12][CH:13]=7)[N:8]=6)[CH2:5][CH2:6]5)=[CH:36][CH:35]=4)[C:26]([C:28]4[CH:33]=[CH:32][CH:31]=[CH:30][CH:29]=4)=[CH:27][N:22]3[N:21]=2)[CH2:18][CH2:19]1.